Dataset: Peptide-MHC class I binding affinity with 185,985 pairs from IEDB/IMGT. Task: Regression. Given a peptide amino acid sequence and an MHC pseudo amino acid sequence, predict their binding affinity value. This is MHC class I binding data. (1) The peptide sequence is QAISPRTLNAW. The MHC is HLA-B40:02 with pseudo-sequence HLA-B40:02. The binding affinity (normalized) is 0. (2) The MHC is HLA-B18:01 with pseudo-sequence HLA-B18:01. The binding affinity (normalized) is 0.0847. The peptide sequence is LAVFPAMFW. (3) The peptide sequence is IPTAAGKNL. The MHC is HLA-B07:02 with pseudo-sequence HLA-B07:02. The binding affinity (normalized) is 0.537. (4) The peptide sequence is RPAEEATSL. The binding affinity (normalized) is 0.830. The MHC is HLA-B07:02 with pseudo-sequence HLA-B07:02. (5) The peptide sequence is GGAYRLIVF. The MHC is H-2-Dd with pseudo-sequence H-2-Dd. The binding affinity (normalized) is 0.879. (6) The peptide sequence is TEFACVVAEA. The MHC is HLA-B44:02 with pseudo-sequence HLA-B44:02. The binding affinity (normalized) is 0.328. (7) The MHC is Mamu-A2201 with pseudo-sequence Mamu-A2201. The peptide sequence is RPNNNTRKSI. The binding affinity (normalized) is 0.157. (8) The peptide sequence is IIGLLKIFR. The MHC is HLA-B08:01 with pseudo-sequence HLA-B08:01. The binding affinity (normalized) is 0.0847.